Dataset: Full USPTO retrosynthesis dataset with 1.9M reactions from patents (1976-2016). Task: Predict the reactants needed to synthesize the given product. (1) Given the product [F:24][C:25]1[C:30]([F:31])=[CH:29][CH:28]=[CH:27][C:26]=1[C:6]1[N:7]=[C:8]([N:10]2[C:14]3[CH:15]=[C:16]([O:21][CH3:22])[C:17]([O:19][CH3:20])=[CH:18][C:13]=3[N:12]=[CH:11]2)[S:9][C:5]=1[C:3]([OH:2])=[O:4], predict the reactants needed to synthesize it. The reactants are: C[O:2][C:3]([C:5]1[S:9][C:8]([N:10]2[C:14]3[CH:15]=[C:16]([O:21][CH3:22])[C:17]([O:19][CH3:20])=[CH:18][C:13]=3[N:12]=[CH:11]2)=[N:7][C:6]=1Br)=[O:4].[F:24][C:25]1[C:30]([F:31])=[CH:29][CH:28]=[CH:27][C:26]=1B(O)O. (2) Given the product [CH:2]([C:5]1[C:14]([O:15][S:16]([C:19]2[CH:24]=[CH:23][C:22]([CH3:25])=[CH:21][CH:20]=2)(=[O:17])=[O:18])=[CH:13][C:12]2[C:7](=[CH:8][CH:9]=[CH:10][CH:11]=2)[N:6]=1)([CH3:4])[CH3:3], predict the reactants needed to synthesize it. The reactants are: O[C:2]([C:5]1[C:14]([O:15][S:16]([C:19]2[CH:24]=[CH:23][C:22]([CH3:25])=[CH:21][CH:20]=2)(=[O:18])=[O:17])=[CH:13][C:12]2[C:7](=[CH:8][CH:9]=[CH:10][CH:11]=2)[N:6]=1)([CH3:4])[CH3:3].C([O-])(O)=O.[Na+]. (3) Given the product [CH2:13]([O:12][C:10]1[CH:11]=[C:6]([NH:25][CH2:23][CH3:24])[N:7]=[CH:8][N:9]=1)[C:14]#[C:15][CH3:16], predict the reactants needed to synthesize it. The reactants are: CS(C)=O.Cl[C:6]1[CH:11]=[C:10]([O:12][CH2:13][C:14]#[C:15][CH3:16])[N:9]=[CH:8][N:7]=1.C(=O)([O-])[O-].[K+].[K+].[CH2:23]([NH2:25])[CH3:24]. (4) Given the product [CH3:45][C@H:44]([NH:46][C:11]([C:10]1[C:4]2[C:5](=[N:6][CH:7]=[C:2]([Br:1])[N:3]=2)[N:8]([CH2:14][O:15][CH2:16][CH2:17][Si:18]([CH3:21])([CH3:20])[CH3:19])[CH:9]=1)=[O:13])[C:43]([CH3:48])([CH3:47])[CH3:42], predict the reactants needed to synthesize it. The reactants are: [Br:1][C:2]1[N:3]=[C:4]2[C:10]([C:11]([OH:13])=O)=[CH:9][N:8]([CH2:14][O:15][CH2:16][CH2:17][Si:18]([CH3:21])([CH3:20])[CH3:19])[C:5]2=[N:6][CH:7]=1.C(N=C=NCCCN(C)C)C.C(N(CC)C(C)C)(C)C.[CH3:42][C:43]([CH3:48])([CH3:47])[C@@H:44]([NH2:46])[CH3:45]. (5) Given the product [CH3:11][C:12]1[NH:16][N:15]=[C:14]([NH:17][C:3]2[CH:2]=[C:1]([N:25]3[CH2:26][CH2:27][N:22]([S:19]([CH3:18])(=[O:21])=[O:20])[CH2:23][CH2:24]3)[N:10]=[C:1]([CH:2]=[CH:3][C:4]3[CH:9]=[CH:8][CH:7]=[CH:6][CH:5]=3)[N:10]=2)[CH:13]=1, predict the reactants needed to synthesize it. The reactants are: [C:1](#[N:10])[CH:2]=[CH:3][C:4]1[CH:9]=[CH:8][CH:7]=[CH:6][CH:5]=1.[CH3:11][C:12]1[NH:16][N:15]=[C:14]([NH2:17])[CH:13]=1.[CH3:18][S:19]([N:22]1[CH2:27][CH2:26][NH:25][CH2:24][CH2:23]1)(=[O:21])=[O:20].